Task: Predict the reactants needed to synthesize the given product.. Dataset: Full USPTO retrosynthesis dataset with 1.9M reactions from patents (1976-2016) (1) Given the product [C:13]([C:17]1[CH:25]=[CH:24][C:20]([C:21]([OH:23])=[O:22])=[C:19]([CH2:26][C:29]([OH:30])=[O:28])[CH:18]=1)([CH3:16])([CH3:15])[CH3:14], predict the reactants needed to synthesize it. The reactants are: C(NC(C)C)(C)C.[Li]CCCC.[C:13]([C:17]1[CH:25]=[CH:24][C:20]([C:21]([OH:23])=[O:22])=[C:19]([CH3:26])[CH:18]=1)([CH3:16])([CH3:15])[CH3:14].C[O:28][C:29](=O)[O:30]C. (2) Given the product [CH2:1]([N:3]([CH2:8][CH3:9])[CH2:4][CH2:5][CH2:6][NH:7][CH3:11])[CH3:2], predict the reactants needed to synthesize it. The reactants are: [CH2:1]([N:3]([CH2:8][CH3:9])[CH2:4][CH2:5][CH2:6][NH2:7])[CH3:2].Cl[C:11](OC)=O.C(=O)([O-])O.[Na+].[H-].[Al+3].[Li+].[H-].[H-].[H-].[OH-].[Na+]. (3) Given the product [CH3:14][CH:13]1[NH:9][CH:10]([C:15]([OH:17])=[O:16])[CH2:11][CH2:12]1, predict the reactants needed to synthesize it. The reactants are: COC(N[C@@H](C(C)C)C([N:9]1[C@@H:13]([CH3:14])[CH2:12][CH2:11][C@H:10]1[C:15]([O:17]CC)=[O:16])=O)=O.[Li+].[OH-]. (4) Given the product [Cl:20][C:21]1[CH:22]=[CH:23][C:24]([CH:27]([C:37]2[CH:38]=[CH:39][C:40]([Cl:43])=[CH:41][CH:42]=2)[N:28]2[CH2:29][CH2:30][N:31]([C:34]([O:1][N:2]3[C:6](=[O:7])[CH2:5][C:4]([CH3:9])([CH3:8])[C:3]3=[O:10])=[O:35])[CH2:32][CH2:33]2)=[CH:25][CH:26]=1, predict the reactants needed to synthesize it. The reactants are: [OH:1][N:2]1[C:6](=[O:7])[CH2:5][C:4]([CH3:9])([CH3:8])[C:3]1=[O:10].CC1(C)CC(=O)OC1=O.[Cl:20][C:21]1[CH:26]=[CH:25][C:24]([CH:27]([C:37]2[CH:42]=[CH:41][C:40]([Cl:43])=[CH:39][CH:38]=2)[N:28]2[CH2:33][CH2:32][N:31]([C:34](Cl)=[O:35])[CH2:30][CH2:29]2)=[CH:23][CH:22]=1. (5) Given the product [Na+:50].[F:37][C:34]1[CH:33]=[CH:32][C:31]([CH2:30][NH:29][C:28]([C:12]2[N:11]([CH:39]([CH3:41])[CH3:40])[C:10]([CH2:9][CH2:8][C@@H:7]([OH:42])[CH2:6][C@@H:5]([OH:43])[CH2:4][C:3]([O-:44])=[O:2])=[C:14]([C:15]3[CH:20]=[CH:19][C:18]([F:21])=[CH:17][CH:16]=3)[C:13]=2[C:22]2[CH:27]=[CH:26][CH:25]=[CH:24][CH:23]=2)=[O:38])=[CH:36][CH:35]=1, predict the reactants needed to synthesize it. The reactants are: C[O:2][C:3](=[O:44])[CH2:4][C@H:5]([OH:43])[CH2:6][C@H:7]([OH:42])[CH2:8][CH2:9][C:10]1[N:11]([CH:39]([CH3:41])[CH3:40])[C:12]([C:28](=[O:38])[NH:29][CH2:30][C:31]2[CH:36]=[CH:35][C:34]([F:37])=[CH:33][CH:32]=2)=[C:13]([C:22]2[CH:27]=[CH:26][CH:25]=[CH:24][CH:23]=2)[C:14]=1[C:15]1[CH:20]=[CH:19][C:18]([F:21])=[CH:17][CH:16]=1.C(O)C.O.[OH-].[Na+:50]. (6) The reactants are: [F:1][C:2]1[CH:7]=[C:6]([N:8]2[CH:12]=[N:11][N:10]=[N:9]2)[CH:5]=[CH:4][C:3]=1[OH:13].[C:14]([C:16]1[N:20]([CH:21]2[CH2:26][CH2:25][N:24]([C:27]([O:29][CH:30]([CH3:32])[CH3:31])=[O:28])[CH2:23][CH2:22]2)[N:19]=[CH:18][C:17]=1[CH2:33]O)#[N:15].[Si](OCCSC1C=CC(OCC2C=NN(C3CCN(C(OC(C)C)=O)CC3)C=2C#N)=C(F)C=1)(C(C)(C)C)(C)C. Given the product [C:14]([C:16]1[N:20]([CH:21]2[CH2:22][CH2:23][N:24]([C:27]([O:29][CH:30]([CH3:31])[CH3:32])=[O:28])[CH2:25][CH2:26]2)[N:19]=[CH:18][C:17]=1[CH2:33][O:13][C:3]1[CH:4]=[CH:5][C:6]([N:8]2[CH:12]=[N:11][N:10]=[N:9]2)=[CH:7][C:2]=1[F:1])#[N:15], predict the reactants needed to synthesize it.